Predict the reactants needed to synthesize the given product. From a dataset of Full USPTO retrosynthesis dataset with 1.9M reactions from patents (1976-2016). (1) Given the product [F:36][C:19]1[CH:18]=[C:17]([C:13]2[N:10]3[CH:11]=[CH:12][C:7]([C:4]4[CH:3]=[CH:2][N:1]=[CH:6][CH:5]=4)=[CH:8][C:9]3=[N:15][CH:14]=2)[CH:22]=[CH:21][C:20]=1[CH2:23][C:24]([NH:26][C:27]1[S:28][C:29]([CH:33]([CH3:35])[CH3:34])=[C:30]([CH3:32])[N:31]=1)=[O:25], predict the reactants needed to synthesize it. The reactants are: [N:1]1[CH:6]=[CH:5][C:4]([C:7]2[CH:12]=[CH:11][N:10]3[CH:13]=[CH:14][N:15]=[C:9]3[CH:8]=2)=[CH:3][CH:2]=1.Br[C:17]1[CH:22]=[CH:21][C:20]([CH2:23][C:24]([NH:26][C:27]2[S:28][C:29]([CH:33]([CH3:35])[CH3:34])=[C:30]([CH3:32])[N:31]=2)=[O:25])=[C:19]([F:36])[CH:18]=1.C([O-])(=O)C.[K+]. (2) Given the product [CH2:23]([O:30][C:31]1[CH:36]=[CH:35][N:34]([C:2]2[CH:3]=[CH:4][C:5]3[C:6]4[CH2:15][N:14]([C:16]([O:18][C:19]([CH3:22])([CH3:21])[CH3:20])=[O:17])[CH2:13][CH2:12][C:7]=4[N:8]([CH3:11])[C:9]=3[CH:10]=2)[C:33](=[O:37])[CH:32]=1)[C:24]1[CH:25]=[CH:26][CH:27]=[CH:28][CH:29]=1, predict the reactants needed to synthesize it. The reactants are: Br[C:2]1[CH:3]=[CH:4][C:5]2[C:6]3[CH2:15][N:14]([C:16]([O:18][C:19]([CH3:22])([CH3:21])[CH3:20])=[O:17])[CH2:13][CH2:12][C:7]=3[N:8]([CH3:11])[C:9]=2[CH:10]=1.[CH2:23]([O:30][C:31]1[CH:36]=[CH:35][NH:34][C:33](=[O:37])[CH:32]=1)[C:24]1[CH:29]=[CH:28][CH:27]=[CH:26][CH:25]=1.C([O-])([O-])=O.[K+].[K+].OC1C=CC=C2C=1N=CC=C2.N#N. (3) Given the product [F:1][C:2]1[CH:8]=[CH:7][C:5]([N:6]2[CH:12]=[CH:13][CH:14]=[C:15]([C:16]([O:18][CH3:19])=[O:17])[C:10]2=[O:9])=[CH:4][CH:3]=1, predict the reactants needed to synthesize it. The reactants are: [F:1][C:2]1[CH:8]=[CH:7][C:5]([NH2:6])=[CH:4][CH:3]=1.[O:9]=[C:10]1[C:15]([C:16]([O:18][CH3:19])=[O:17])=[CH:14][CH:13]=[CH:12]O1.Cl.CN(C)CCCN=C=NCC.O. (4) Given the product [C:1]([C:3]1[CH:8]=[CH:7][CH:6]=[CH:5][C:4]=1[C:9]1[CH:19]=[C:18]([NH:20][CH2:21][CH2:22][C:23]2[CH:28]=[CH:27][CH:26]=[C:25]([F:29])[CH:24]=2)[C:12]([C:13]([NH:30][CH2:31][C:32]2[CH:33]=[N:34][CH:35]=[CH:36][CH:37]=2)=[O:14])=[CH:11][N:10]=1)#[N:2], predict the reactants needed to synthesize it. The reactants are: [C:1]([C:3]1[CH:8]=[CH:7][CH:6]=[CH:5][C:4]=1[C:9]1[CH:19]=[C:18]([NH:20][CH2:21][CH2:22][C:23]2[CH:28]=[CH:27][CH:26]=[C:25]([F:29])[CH:24]=2)[C:12]([C:13](OCC)=[O:14])=[CH:11][N:10]=1)#[N:2].[NH2:30][CH2:31][C:32]1[CH:33]=[N:34][CH:35]=[CH:36][CH:37]=1.C[Al](C)C.